Dataset: Forward reaction prediction with 1.9M reactions from USPTO patents (1976-2016). Task: Predict the product of the given reaction. (1) Given the reactants CO[C:3]1([C:11]2[CH:16]=[CH:15][C:14]([S:17]([CH3:20])(=[O:19])=[O:18])=[CH:13][CH:12]=2)[C:5]2([CH2:10][CH2:9][CH2:8][CH2:7][CH2:6]2)[O:4]1.[CH2:21]([NH:23][CH2:24][CH3:25])[CH3:22].CSC1C=CC(C(C2(N3CCCC3)CCCCC2)=O)=CC=1, predict the reaction product. The product is: [CH2:21]([N:23]([CH2:24][CH3:25])[C:5]1([C:3]([C:11]2[CH:16]=[CH:15][C:14]([S:17]([CH3:20])(=[O:19])=[O:18])=[CH:13][CH:12]=2)=[O:4])[CH2:10][CH2:9][CH2:8][CH2:7][CH2:6]1)[CH3:22]. (2) Given the reactants C([NH:5][S:6]([C:9]1[S:10][C:11]([C:14]2[N:15]=[CH:16][N:17]([C:19]3[CH:24]=[C:23]([C:25]([F:28])([F:27])[F:26])[CH:22]=[C:21]([C:29]4[CH:34]=[CH:33][C:32]([C:35]([F:38])([F:37])[F:36])=[CH:31][CH:30]=4)[N:20]=3)[CH:18]=2)=[CH:12][CH:13]=1)(=[O:8])=[O:7])(C)(C)C.C(O)(C(F)(F)F)=O, predict the reaction product. The product is: [F:28][C:25]([F:26])([F:27])[C:23]1[CH:22]=[C:21]([C:29]2[CH:34]=[CH:33][C:32]([C:35]([F:38])([F:37])[F:36])=[CH:31][CH:30]=2)[N:20]=[C:19]([N:17]2[CH:18]=[C:14]([C:11]3[S:10][C:9]([S:6]([NH2:5])(=[O:8])=[O:7])=[CH:13][CH:12]=3)[N:15]=[CH:16]2)[CH:24]=1. (3) Given the reactants S(=O)(=O)(O)O.[NH2:6][C:7]1[CH:12]=[CH:11][C:10]([CH2:13][C:14]([OH:16])=[O:15])=[CH:9][CH:8]=1.O[CH2:18][CH:19]([CH2:21]O)O.[OH-].[Na+].[CH3:25]O, predict the reaction product. The product is: [CH3:25][O:15][C:14](=[O:16])[CH2:13][C:10]1[CH:11]=[C:12]2[C:7](=[CH:8][CH:9]=1)[N:6]=[CH:21][CH:19]=[CH:18]2. (4) Given the reactants [CH2:1]([O:8][C:9]1[CH:10]=[C:11]2[C:15](=[CH:16][CH:17]=1)[NH:14][C:13]([C:18]([O:20][CH2:21][CH3:22])=[O:19])=[CH:12]2)[C:2]1[CH:7]=[CH:6][CH:5]=[CH:4][CH:3]=1.CI.[C:25](=O)([O-])[O-].[K+].[K+], predict the reaction product. The product is: [CH2:1]([O:8][C:9]1[CH:10]=[C:11]2[C:15](=[CH:16][CH:17]=1)[N:14]([CH3:25])[C:13]([C:18]([O:20][CH2:21][CH3:22])=[O:19])=[CH:12]2)[C:2]1[CH:3]=[CH:4][CH:5]=[CH:6][CH:7]=1. (5) Given the reactants [CH2:1]([O:5][C:6]1[CH:11]=[C:10](S(C)(=O)=O)[N:9]=[CH:8][N:7]=1)[C:2]#[C:3][CH3:4].C(=O)([O-])[O-].[K+].[K+].[F:22][C:23]1[CH:30]=[CH:29][CH:28]=[C:27]([F:31])[C:24]=1[CH2:25][OH:26].[Cl-].[NH4+], predict the reaction product. The product is: [F:22][C:23]1[CH:30]=[CH:29][CH:28]=[C:27]([F:31])[C:24]=1[CH2:25][O:26][C:10]1[CH:11]=[C:6]([O:5][CH2:1][C:2]#[C:3][CH3:4])[N:7]=[CH:8][N:9]=1. (6) Given the reactants C(O)(C(F)(F)F)=O.[C:8]1([CH3:28])[CH:13]=[C:12]([CH3:14])[CH:11]=[C:10]([CH3:15])[C:9]=1[S:16]([O:19][NH:20]C(=O)OC(C)(C)C)(=[O:18])=[O:17], predict the reaction product. The product is: [NH2:20][O:19][S:16]([C:9]1[C:10]([CH3:15])=[CH:11][C:12]([CH3:14])=[CH:13][C:8]=1[CH3:28])(=[O:17])=[O:18]. (7) Given the reactants [Br:1][C:2]1[C:12]2[CH:11]([CH3:13])[CH2:10][N:9](C(=O)C(F)(F)F)[CH2:8][CH2:7][C:6]=2[N:5]=[C:4]([O:20][CH3:21])[C:3]=1[NH2:22].C([O-])([O-])=O.[K+].[K+].CO.O, predict the reaction product. The product is: [Br:1][C:2]1[C:12]2[CH:11]([CH3:13])[CH2:10][NH:9][CH2:8][CH2:7][C:6]=2[N:5]=[C:4]([O:20][CH3:21])[C:3]=1[NH2:22]. (8) Given the reactants [F:1][C:2]1[CH:7]=[CH:6][C:5]([S:8](Cl)(=[O:10])=[O:9])=[CH:4][C:3]=1[N+:12]([O-:14])=[O:13].C[CH2:16][N:17](CC)CC.CN.Cl, predict the reaction product. The product is: [F:1][C:2]1[CH:7]=[CH:6][C:5]([S:8]([NH:17][CH3:16])(=[O:10])=[O:9])=[CH:4][C:3]=1[N+:12]([O-:14])=[O:13]. (9) Given the reactants [H-].[Na+].[CH3:3][CH:4]1[CH2:13][CH2:12][C:11]2[C:6](=[CH:7][CH:8]=[CH:9][CH:10]=2)[C:5]1=[O:14].[F:15][B-](F)(F)F.O, predict the reaction product. The product is: [F:15][C:4]1([CH3:3])[CH2:13][CH2:12][C:11]2[C:6](=[CH:7][CH:8]=[CH:9][CH:10]=2)[C:5]1=[O:14]. (10) Given the reactants [NH2:1][CH2:2][CH2:3]/[CH:4]=[CH:5]/[CH2:6][C:7]([NH:9][C:10]1[CH:15]=[CH:14][CH:13]=[CH:12][C:11]=1[NH:16][C:17](=[O:23])[O:18][C:19]([CH3:22])([CH3:21])[CH3:20])=[O:8].CN(C(ON1N=NC2C=CC=NC1=2)=[N+](C)C)C.F[P-](F)(F)(F)(F)F.CCN(C(C)C)C(C)C.[C:57](O)(=[O:64])[C:58]1[CH:63]=[CH:62][CH:61]=[CH:60][CH:59]=1, predict the reaction product. The product is: [C:57]([NH:1][CH2:2][CH2:3]/[CH:4]=[CH:5]/[CH2:6][C:7]([NH:9][C:10]1[CH:15]=[CH:14][CH:13]=[CH:12][C:11]=1[NH:16][C:17](=[O:23])[O:18][C:19]([CH3:20])([CH3:22])[CH3:21])=[O:8])(=[O:64])[C:58]1[CH:63]=[CH:62][CH:61]=[CH:60][CH:59]=1.